Predict the reactants needed to synthesize the given product. From a dataset of Full USPTO retrosynthesis dataset with 1.9M reactions from patents (1976-2016). (1) The reactants are: FC(F)(F)C(O)=O.C(Cl)Cl.C(OC(=O)[NH:17][C@H:18]([C:39]1[CH:44]=[C:43]([F:45])[C:42]([F:46])=[C:41]([F:47])[CH:40]=1)[C@H:19]([O:21][Si:22]([C:35]([CH3:38])([CH3:37])[CH3:36])([C:29]1[CH:34]=[CH:33][CH:32]=[CH:31][CH:30]=1)[C:23]1[CH:28]=[CH:27][CH:26]=[CH:25][CH:24]=1)[CH3:20])(C)(C)C.C(=O)([O-])O.[Na+]. Given the product [Si:22]([O:21][C@H:19]([CH3:20])[C@H:18]([NH2:17])[C:39]1[CH:44]=[C:43]([F:45])[C:42]([F:46])=[C:41]([F:47])[CH:40]=1)([C:35]([CH3:36])([CH3:37])[CH3:38])([C:29]1[CH:34]=[CH:33][CH:32]=[CH:31][CH:30]=1)[C:23]1[CH:24]=[CH:25][CH:26]=[CH:27][CH:28]=1, predict the reactants needed to synthesize it. (2) Given the product [F:1][CH:2]([F:16])[N:3]1[C:4](=[O:15])[CH:5]=[CH:6][C:7]([N:9]2[CH:13]=[CH:12][C:11]([N:29]3[CH2:30][CH2:31][O:32][C@H:27]([C@:18]([OH:17])([CH3:26])[C:19]([O:21][C:22]([CH3:23])([CH3:24])[CH3:25])=[O:20])[C:28]3=[O:33])=[N:10]2)=[CH:8]1, predict the reactants needed to synthesize it. The reactants are: [F:1][CH:2]([F:16])[N:3]1[CH:8]=[C:7]([N:9]2[CH:13]=[CH:12][C:11](I)=[N:10]2)[CH:6]=[CH:5][C:4]1=[O:15].[OH:17][C@@:18]([C@H:27]1[O:32][CH2:31][CH2:30][NH:29][C:28]1=[O:33])([CH3:26])[C:19]([O:21][C:22]([CH3:25])([CH3:24])[CH3:23])=[O:20].BrC1C=CC(=O)N(C(F)F)C=1.NC1C=CNN=1. (3) Given the product [Cl:1][C:2]1[CH:3]=[C:4]2[C:9](=[CH:10][C:11]=1[O:12][CH3:13])[N:8]=[C:7]([C:19]#[N:20])[CH:6]=[CH:5]2, predict the reactants needed to synthesize it. The reactants are: [Cl:1][C:2]1[CH:3]=[C:4]2[C:9](=[CH:10][C:11]=1[O:12][CH3:13])[N+:8]([O-])=[CH:7][CH:6]=[CH:5]2.C[Si]([C:19]#[N:20])(C)C. (4) The reactants are: [SH:1][CH:2]1[CH2:7][CH2:6][N:5]([C:8]([O:10][C:11]([CH3:14])([CH3:13])[CH3:12])=[O:9])[CH2:4][CH2:3]1.Br[C:16]1[CH:25]=[CH:24][C:19]2[C:20](=[O:23])[O:21][CH2:22][C:18]=2[CH:17]=1.CCN(C(C)C)C(C)C.CC1(C)C2C(=C(P(C3C=CC=CC=3)C3C=CC=CC=3)C=CC=2)OC2C(P(C3C=CC=CC=3)C3C=CC=CC=3)=CC=CC1=2. Given the product [O:23]=[C:20]1[C:19]2[CH:24]=[CH:25][C:16]([S:1][CH:2]3[CH2:3][CH2:4][N:5]([C:8]([O:10][C:11]([CH3:14])([CH3:13])[CH3:12])=[O:9])[CH2:6][CH2:7]3)=[CH:17][C:18]=2[CH2:22][O:21]1, predict the reactants needed to synthesize it. (5) Given the product [CH3:1][O:2][C:3]([C:5]1([O:20][CH3:21])[CH2:9][CH2:8][NH:7][CH2:6]1)=[O:4], predict the reactants needed to synthesize it. The reactants are: [CH3:1][O:2][C:3]([C:5]1([O:20][CH3:21])[CH2:9][CH2:8][N:7](C(OCC2C=CC=CC=2)=O)[CH2:6]1)=[O:4]. (6) Given the product [C:17]([O:16][C:14](=[O:15])[CH2:13][O:11][C:4]1[CH:5]=[CH:6][C:7]([N+:8]([O-:10])=[O:9])=[C:2]([CH3:1])[CH:3]=1)([CH3:20])([CH3:19])[CH3:18], predict the reactants needed to synthesize it. The reactants are: [CH3:1][C:2]1[CH:3]=[C:4]([OH:11])[CH:5]=[CH:6][C:7]=1[N+:8]([O-:10])=[O:9].Br[CH2:13][C:14]([O:16][C:17]([CH3:20])([CH3:19])[CH3:18])=[O:15].C(=O)([O-])[O-].[K+].[K+].O.